Predict which catalyst facilitates the given reaction. From a dataset of Catalyst prediction with 721,799 reactions and 888 catalyst types from USPTO. (1) Reactant: [CH2:1]([NH:5][S:6]([CH2:9][C:10]1[CH:15]=[CH:14][C:13]([Cl:16])=[CH:12][CH:11]=1)(=[O:8])=[O:7])[CH2:2][CH2:3][CH3:4].[C:17](OCC)(=[O:21])[C:18]([O-])=[O:19].CC(C)([O-])C.[K+].Cl. Product: [CH2:1]([N:5]1[C:18](=[O:19])[C:17]([OH:21])=[C:9]([C:10]2[CH:11]=[CH:12][C:13]([Cl:16])=[CH:14][CH:15]=2)[S:6]1(=[O:8])=[O:7])[CH2:2][CH2:3][CH3:4]. The catalyst class is: 1. (2) Reactant: C(O[C:5](=[O:7])[CH3:6])(=O)C.[Br:8][C:9]1[CH:10]=[C:11]([CH:13]=[CH:14][CH:15]=1)[NH2:12].C(N(CC)CC)C. Product: [Br:8][C:9]1[CH:10]=[C:11]([NH:12][C:5](=[O:7])[CH3:6])[CH:13]=[CH:14][CH:15]=1. The catalyst class is: 112. (3) Reactant: Cl[CH2:2][CH2:3][CH2:4][O:5][C:6]1[CH:11]=[CH:10][C:9]([C:12]2[CH:17]=[CH:16][C:15]([C:18]([N:20]3[CH2:25][CH2:24][O:23][CH2:22][CH2:21]3)=[O:19])=[CH:14][CH:13]=2)=[CH:8][CH:7]=1.Cl.[CH3:27][C@@H:28]1[CH2:32][CH2:31][C@@H:30]([CH3:33])[NH:29]1.C(=O)([O-])[O-].[K+].[K+].[I-].[K+]. Product: [CH3:27][C@@H:28]1[CH2:32][CH2:31][C@@H:30]([CH3:33])[N:29]1[CH2:2][CH2:3][CH2:4][O:5][C:6]1[CH:11]=[CH:10][C:9]([C:12]2[CH:17]=[CH:16][C:15]([C:18]([N:20]3[CH2:25][CH2:24][O:23][CH2:22][CH2:21]3)=[O:19])=[CH:14][CH:13]=2)=[CH:8][CH:7]=1. The catalyst class is: 131. (4) Reactant: [NH2:1][C:2]1[CH:29]=[CH:28][C:5]2[CH2:6][CH2:7][C:8]3[C:9]([C:23]([O:25]CC)=O)=[N:10][N:11]([C:13]4[CH:18]=[CH:17][C:16]([O:19][O:20][S:21][NH2:22])=[CH:15][CH:14]=4)[C:12]=3[C:4]=2[CH:3]=1.[OH-].[NH4+:31]. Product: [NH2:1][C:2]1[CH:29]=[CH:28][C:5]2[CH2:6][CH2:7][C:8]3[C:9]([C:23]([NH2:31])=[O:25])=[N:10][N:11]([C:13]4[CH:14]=[CH:15][C:16]([O:19][O:20][S:21][NH2:22])=[CH:17][CH:18]=4)[C:12]=3[C:4]=2[CH:3]=1. The catalyst class is: 5. (5) Reactant: FC(F)(F)C(O)=O.C(O)(=O)C.[BH4-].[Na+].[CH3:14][C:15]1[C:26]([CH3:27])=[C:25]2[C:18]([CH:19](O)[C:20]3([CH2:23][O:24]2)[CH2:22][CH2:21]3)=[CH:17][C:16]=1[OH:29]. Product: [CH3:14][C:15]1[C:26]([CH3:27])=[C:25]2[C:18]([CH2:19][C:20]3([CH2:23][O:24]2)[CH2:21][CH2:22]3)=[CH:17][C:16]=1[OH:29]. The catalyst class is: 4. (6) Reactant: [C:1]([O:5][C:6]([NH:8][C:9]1([C:18]([OH:20])=[O:19])[C:17]2[C:12](=[CH:13][CH:14]=[CH:15][CH:16]=2)[CH2:11][CH2:10]1)=[O:7])([CH3:4])([CH3:3])[CH3:2].C1(N=C=NC2CCCCC2)CCCCC1.O.ON1C2C=CC=CC=2N=N1.[N:47]12[CH2:54][CH2:53][CH:50]([CH2:51][CH2:52]1)[C@@H:49](O)[CH2:48]2. Product: [C:1]([O:5][C:6]([NH:8][C:9]1([C:18]([O:20][C@@H:49]2[CH:50]3[CH2:53][CH2:54][N:47]([CH2:52][CH2:51]3)[CH2:48]2)=[O:19])[C:17]2[C:12](=[CH:13][CH:14]=[CH:15][CH:16]=2)[CH2:11][CH2:10]1)=[O:7])([CH3:4])([CH3:2])[CH3:3]. The catalyst class is: 1.